Dataset: Forward reaction prediction with 1.9M reactions from USPTO patents (1976-2016). Task: Predict the product of the given reaction. (1) Given the reactants [CH3:1][CH2:2][C@@H:3]([CH:28]([CH3:30])[CH3:29])/[CH:4]=[CH:5]/[C@H:6]([C@@H:8]1[C@@:12]2([CH3:27])[CH2:13][CH2:14][C@@H:15]3[C@@:20]4([CH3:26])[CH2:21][CH2:22][C@H:23]([OH:25])[CH2:24][C:19]4=[CH:18][CH2:17][C@H:16]3[C@@H:11]2[CH2:10][CH2:9]1)[CH3:7].[C:31]1(=[O:37])[O:36][C:34](=[O:35])[CH2:33][CH2:32]1.N1C=CC=CC=1, predict the reaction product. The product is: [CH3:1][CH2:2][C@@H:3]([CH:28]([CH3:29])[CH3:30])/[CH:4]=[CH:5]/[C@H:6]([C@@H:8]1[C@@:12]2([CH3:27])[CH2:13][CH2:14][C@@H:15]3[C@@:20]4([CH3:26])[CH2:21][CH2:22][C@H:23]([OH:25])[CH2:24][C:19]4=[CH:18][CH2:17][C@H:16]3[C@@H:11]2[CH2:10][CH2:9]1)[CH3:7].[C:31]([O-:36])(=[O:37])[CH2:32][CH2:33][C:34]([O-:25])=[O:35]. (2) Given the reactants [N:1]1[CH:6]=[CH:5][N:4]=[CH:3][C:2]=1C(O)=O.[O:10]1[CH2:14]CCC1.CC[N:17](C(C)C)C(C)C.[F:24][C:25]([F:46])([F:45])[CH:26]1[CH2:31][CH2:30][CH2:29][N:28]([C:32]2[CH:33]=[CH:34][C:35]3[N:42]4[CH2:43][C@H:38]([CH2:39][CH2:40][CH2:41]4)[NH:37][C:36]=3[N:44]=2)[CH2:27]1, predict the reaction product. The product is: [N:1]1[CH:6]=[CH:5][N:4]=[CH:3][C:2]=1[NH:17][C:14]([N:37]1[C@@H:38]2[CH2:43][N:42]([CH2:41][CH2:40][CH2:39]2)[C:35]2[CH:34]=[CH:33][C:32]([N:28]3[CH2:29][CH2:30][CH2:31][CH:26]([C:25]([F:24])([F:45])[F:46])[CH2:27]3)=[N:44][C:36]1=2)=[O:10]. (3) The product is: [Br:1][C:2]1[CH:8]=[C:7]([Cl:9])[CH:6]=[C:5]([CH2:10][CH3:11])[C:3]=1[CH2:24][C:23]([Br:12])([Cl:26])[Cl:25]. Given the reactants [Br:1][C:2]1[CH:8]=[C:7]([Cl:9])[CH:6]=[C:5]([CH2:10][CH3:11])[C:3]=1N.[BrH:12].N([O-])=O.[Na+].NC(N)=O.[Li+].[Br-].[C:23]([Cl:26])([Cl:25])=[CH2:24], predict the reaction product. (4) Given the reactants [C:1]1([C:17]2[CH:22]=[CH:21][CH:20]=[CH:19][CH:18]=2)[CH:6]=[CH:5][C:4]([CH:7]([CH2:11][CH:12]2[CH2:16][CH2:15][CH2:14][CH2:13]2)[C:8](O)=[O:9])=[CH:3][CH:2]=1.F[P-](F)(F)(F)(F)F.N1(O[P+](N(C)C)(N(C)C)N(C)C)C2C=CC=CC=2N=N1.C(N(CC)CC)C.[NH2:57][C:58]1[S:59][CH:60]=[CH:61][N:62]=1, predict the reaction product. The product is: [C:1]1([C:17]2[CH:18]=[CH:19][CH:20]=[CH:21][CH:22]=2)[CH:6]=[CH:5][C:4]([CH:7]([CH2:11][CH:12]2[CH2:13][CH2:14][CH2:15][CH2:16]2)[C:8]([NH:57][C:58]2[S:59][CH:60]=[CH:61][N:62]=2)=[O:9])=[CH:3][CH:2]=1. (5) Given the reactants [CH3:1][C:2]([CH3:5])([O-])[CH3:3].[K+].[Cl:7][C:8]1[N:9]=[N:10][C:11]([Cl:15])=[CH:12][C:13]=1[NH2:14].BrCC(C)=C, predict the reaction product. The product is: [Cl:7][C:8]1[N:9]=[N:10][C:11]([Cl:15])=[CH:12][C:13]=1[NH:14][CH2:1][C:2]([CH3:5])=[CH2:3]. (6) The product is: [CH3:12][O:11][C:3]1[C:2]([CH:18]=[O:19])=[C:7]([O:8][CH3:9])[N:6]=[C:5]([CH3:10])[N:4]=1. Given the reactants Br[C:2]1[C:3]([O:11][CH3:12])=[N:4][C:5]([CH3:10])=[N:6][C:7]=1[O:8][CH3:9].C([Li])CCC.[CH:18](OC(C)C)=[O:19], predict the reaction product.